Task: Predict the product of the given reaction.. Dataset: Forward reaction prediction with 1.9M reactions from USPTO patents (1976-2016) (1) Given the reactants [CH3:1][C:2]1[CH:10]=[CH:9][CH:8]=[C:7]2[C:3]=1[CH:4]=[CH:5][N:6]2[C@@H:11]1[O:28][C@H:27]([CH2:29][O:30]C(=O)C)[C@@H:22]([O:23]C(=O)C)[C@H:17]([O:18]C(=O)C)[C@H:12]1[O:13]C(=O)C.[O:34]1[CH:38]=[CH:37][C:36]2[CH:39]=[C:40]([C:43](Cl)=O)[CH:41]=[CH:42][C:35]1=2, predict the reaction product. The product is: [O:34]1[CH:38]=[CH:37][C:36]2[CH:39]=[C:40]([CH2:43][C:4]3[C:3]4[C:7](=[CH:8][CH:9]=[CH:10][C:2]=4[CH3:1])[N:6]([C@@H:11]4[O:28][C@H:27]([CH2:29][OH:30])[C@@H:22]([OH:23])[C@H:17]([OH:18])[C@H:12]4[OH:13])[CH:5]=3)[CH:41]=[CH:42][C:35]1=2. (2) Given the reactants Cl[C:2]1[CH:3]=[C:4]([C:17]2[N:21](COCC[Si](C)(C)C)[C:20]3[CH:30]=[CH:31][CH:32]=[CH:33][C:19]=3[N:18]=2)[C:5](=[O:16])[N:6](COCC[Si](C)(C)C)[N:7]=1.[CH3:34][S:35][C:36]1[N:41]=[C:40]([Sn](CCCC)(CCCC)CCCC)[CH:39]=[CH:38][N:37]=1.[F-].[K+], predict the reaction product. The product is: [NH:21]1[C:20]2[CH:30]=[CH:31][CH:32]=[CH:33][C:19]=2[N:18]=[C:17]1[C:4]1[C:5](=[O:16])[NH:6][N:7]=[C:2]([C:38]2[CH:39]=[CH:40][N:41]=[C:36]([S:35][CH3:34])[N:37]=2)[CH:3]=1. (3) The product is: [Cl:1][C:2]1[CH:10]=[CH:9][C:8]([CH3:11])=[CH:7][C:3]=1[C:4]([O:6][CH3:12])=[O:5]. Given the reactants [Cl:1][C:2]1[CH:10]=[CH:9][C:8]([CH3:11])=[CH:7][C:3]=1[C:4]([OH:6])=[O:5].[CH3:12]O, predict the reaction product. (4) Given the reactants N1C=CN=C1.[Si:6](Cl)([C:9]([CH3:12])([CH3:11])[CH3:10])([CH3:8])[CH3:7].[CH3:14][C:15]1[CH:20]=[CH:19][C:18]([CH:21]([OH:23])[CH3:22])=[CH:17][C:16]=1[N+:24]([O-:26])=[O:25], predict the reaction product. The product is: [C:9]([Si:6]([CH3:8])([CH3:7])[O:23][CH:21]([C:18]1[CH:19]=[CH:20][C:15]([CH3:14])=[C:16]([N+:24]([O-:26])=[O:25])[CH:17]=1)[CH3:22])([CH3:12])([CH3:11])[CH3:10]. (5) Given the reactants [F:1][C:2]1[CH:7]=[CH:6][C:5](Br)=[CH:4][CH:3]=1.[C:9]1([CH3:18])[CH:14]=[CH:13][CH:12]=[CH:11][C:10]=1B(O)O, predict the reaction product. The product is: [CH3:18][C:9]1[CH:14]=[CH:13][C:12]([C:5]2[CH:6]=[CH:7][C:2]([F:1])=[CH:3][CH:4]=2)=[CH:11][CH:10]=1. (6) Given the reactants [CH2:1]([O:3][C:4]1[CH:9]=[CH:8][C:7](B(O)O)=[C:6]([F:13])[C:5]=1[F:14])[CH3:2].[Br:15][C:16]1[CH:21]=[CH:20][C:19](I)=[CH:18][CH:17]=1.C(=O)([O-])[O-].[K+].[K+], predict the reaction product. The product is: [CH2:1]([O:3][C:4]1[CH:9]=[CH:8][C:7]([C:19]2[CH:20]=[CH:21][C:16]([Br:15])=[CH:17][CH:18]=2)=[C:6]([F:13])[C:5]=1[F:14])[CH3:2].